From a dataset of Catalyst prediction with 721,799 reactions and 888 catalyst types from USPTO. Predict which catalyst facilitates the given reaction. (1) Reactant: [CH3:1][C:2]1[O:6][N:5]=[C:4]([C:7]2[CH:12]=[CH:11][CH:10]=[CH:9][CH:8]=2)[C:3]=1[CH2:13][O:14][C:15]1[N:20]=[N:19][C:18]([C:21]([OH:23])=O)=[CH:17][CH:16]=1.[CH2:24]([CH2:26][NH2:27])[OH:25].O. Product: [OH:25][CH2:24][CH2:26][NH:27][C:21]([C:18]1[N:19]=[N:20][C:15]([O:14][CH2:13][C:3]2[C:4]([C:7]3[CH:8]=[CH:9][CH:10]=[CH:11][CH:12]=3)=[N:5][O:6][C:2]=2[CH3:1])=[CH:16][CH:17]=1)=[O:23]. The catalyst class is: 3. (2) Reactant: [S:1]1[CH2:6][CH:5]=[C:4]([C:7]2[CH:12]=[CH:11][C:10]([N:13]3[CH2:17][C@H:16]([CH2:18][OH:19])[O:15][C:14]3=[O:20])=[CH:9][C:8]=2[F:21])[CH2:3][CH2:2]1.C(N(CC)CC)C.[CH3:29][S:30](Cl)(=[O:32])=[O:31]. Product: [S:1]1[CH2:2][CH:3]=[C:4]([C:7]2[CH:12]=[CH:11][C:10]([N:13]3[CH2:17][C@H:16]([CH2:18][O:19][S:30]([CH3:29])(=[O:32])=[O:31])[O:15][C:14]3=[O:20])=[CH:9][C:8]=2[F:21])[CH2:5][CH2:6]1. The catalyst class is: 4. (3) Product: [CH3:3][CH:2]([CH2:4][CH2:5][CH2:6][C@H:7]([C@@H:9]1[C@:26]2([CH3:27])[C@H:12]([C@H:13]3[C@H:23]([CH2:24][CH2:25]2)[C@:21]2([CH3:22])[CH:16]([CH2:17][CH:18]([O:28][CH2:29][C:30]([OH:32])=[O:31])[CH2:19][CH2:20]2)[CH2:15][CH2:14]3)[CH2:11][CH2:10]1)[CH3:8])[CH3:1]. Reactant: [CH3:1][CH:2]([CH2:4][CH2:5][CH2:6][C@H:7]([C@@H:9]1[C@:26]2([CH3:27])[C@H:12]([C@H:13]3[C@H:23]([CH2:24][CH2:25]2)[C@:21]2([CH3:22])[CH:16]([CH2:17][CH:18]([O:28][CH2:29][C:30]([O:32]C(C)(C)C)=[O:31])[CH2:19][CH2:20]2)[CH2:15][CH2:14]3)[CH2:11][CH2:10]1)[CH3:8])[CH3:3].C(O)(C(F)(F)F)=O. The catalyst class is: 2. (4) Reactant: [NH2:1][C:2]1[C:7]([CH3:8])=[C:6]([Cl:9])[CH:5]=[C:4]([F:10])[C:3]=1[N:11]1[C:16](=[O:17])[CH:15]=[C:14]([C:18]([F:21])([F:20])[F:19])[N:13]([CH3:22])[C:12]1=[O:23].C(N(CC)CC)C.[CH:31]1[C:40]2[C:35](=[CH:36][CH:37]=[CH:38][CH:39]=2)[CH:34]=[CH:33][C:32]=1[C:41](Cl)=[O:42]. Product: [Cl:9][C:6]1[CH:5]=[C:4]([F:10])[C:3]([N:11]2[C:16](=[O:17])[CH:15]=[C:14]([C:18]([F:21])([F:20])[F:19])[N:13]([CH3:22])[C:12]2=[O:23])=[C:2]([NH:1][C:41]([C:32]2[CH:33]=[CH:34][C:35]3[C:40](=[CH:39][CH:38]=[CH:37][CH:36]=3)[CH:31]=2)=[O:42])[C:7]=1[CH3:8]. The catalyst class is: 12. (5) Reactant: [O:1]=[S:2]1(=[O:12])[CH2:7][CH2:6][N:5]([CH2:8][CH2:9][CH2:10][OH:11])[CH2:4][CH2:3]1.[Cl:13][C:14]1[C:23]2[C:18](=[CH:19][C:20](O)=[C:21]([C:24]#[N:25])[CH:22]=2)[N:17]=[CH:16][CH:15]=1.C1(P(C2C=CC=CC=2)C2C=CC=CC=2)C=CC=CC=1.N(C(OCC)=O)=NC(OCC)=O. Product: [Cl:13][C:14]1[C:23]2[C:18](=[CH:19][C:20]([O:11][CH2:10][CH2:9][CH2:8][N:5]3[CH2:6][CH2:7][S:2](=[O:1])(=[O:12])[CH2:3][CH2:4]3)=[C:21]([C:24]#[N:25])[CH:22]=2)[N:17]=[CH:16][CH:15]=1. The catalyst class is: 2.